Dataset: Reaction yield outcomes from USPTO patents with 853,638 reactions. Task: Predict the reaction yield, written as a fraction of the theoretical maximum amount of product (1.0 means a 100% yield; for example, 0.34 means a 34% yield). (1) The reactants are [CH2:1]([O:8][C:9]1[CH:18]=[CH:17][CH:16]=[C:15]2[C:10]=1[CH:11]=[CH:12][N:13]=[CH:14]2)[C:2]1[CH:7]=[CH:6][CH:5]=[CH:4][CH:3]=1.NC1C=CNC(=[O:26])C=1.[CH2:27]([NH:34][C:35]([C:37]1[S:41][C:40](Br)=[N:39][C:38]=1[CH3:43])=[O:36])[C:28]1[CH:33]=[CH:32][CH:31]=[CH:30][CH:29]=1. No catalyst specified. The product is [CH2:27]([NH:34][C:35]([C:37]1[S:41][C:40]([N:13]2[CH:12]=[CH:11][C:10]3[C:15](=[CH:16][CH:17]=[CH:18][C:9]=3[O:8][CH2:1][C:2]3[CH:3]=[CH:4][CH:5]=[CH:6][CH:7]=3)[C:14]2=[O:26])=[N:39][C:38]=1[CH3:43])=[O:36])[C:28]1[CH:33]=[CH:32][CH:31]=[CH:30][CH:29]=1. The yield is 0.0200. (2) The reactants are FC1C=CC(C(Cl)=O)=CC=1.C[O:12][C:13](=[O:46])[CH:14]=[CH:15][C:16]1[CH:21]=[CH:20][C:19]([C:22]([N:24]2[C:33]3[C:28](=[CH:29][CH:30]=[CH:31][CH:32]=3)[C@H:27]([N:34]([C:42](=[O:44])[CH3:43])[C:35]3[CH:40]=[CH:39][C:38]([Cl:41])=[CH:37][CH:36]=3)[CH2:26][C@@H:25]2[CH3:45])=[O:23])=[CH:18][CH:17]=1.[Li+].[OH-]. The catalyst is C1COCC1.CO. The product is [C:42]([N:34]([C:35]1[CH:36]=[CH:37][C:38]([Cl:41])=[CH:39][CH:40]=1)[C@H:27]1[C:28]2[C:33](=[CH:32][CH:31]=[CH:30][CH:29]=2)[N:24]([C:22]([C:19]2[CH:20]=[CH:21][C:16]([CH:15]=[CH:14][C:13]([OH:46])=[O:12])=[CH:17][CH:18]=2)=[O:23])[C@@H:25]([CH3:45])[CH2:26]1)(=[O:44])[CH3:43]. The yield is 0.990. (3) The reactants are [Br:1][C:2]1[CH:7]=[CH:6][C:5]([CH2:8][OH:9])=[CH:4][C:3]=1[N+:10]([O-:12])=[O:11].[C:13]1(O)[CH:18]=[CH:17][CH:16]=[CH:15][CH:14]=1.C1(P(C2C=CC=CC=2)C2C=CC=CC=2)C=CC=CC=1.CC(OC(/N=N/C(OC(C)C)=O)=O)C. The catalyst is C1COCC1. The product is [Br:1][C:2]1[CH:7]=[CH:6][C:5]([CH2:8][O:9][C:13]2[CH:18]=[CH:17][CH:16]=[CH:15][CH:14]=2)=[CH:4][C:3]=1[N+:10]([O-:12])=[O:11]. The yield is 0.250. (4) The reactants are C[O:2][C:3]([C:5]1[N:6]=[CH:7][C:8]([N:11]2[CH2:16][CH2:15][N:14]([C:17]3[N:18]=[N:19][C:20]([C:25]4[CH:30]=[CH:29][C:28]([F:31])=[CH:27][CH:26]=4)=[C:21]([CH3:24])[C:22]=3[CH3:23])[CH2:13][C@H:12]2[CH3:32])=[N:9][CH:10]=1)=[O:4].[OH-].[Na+]. The catalyst is CO. The product is [F:31][C:28]1[CH:29]=[CH:30][C:25]([C:20]2[N:19]=[N:18][C:17]([N:14]3[CH2:15][CH2:16][N:11]([C:8]4[CH:7]=[N:6][C:5]([C:3]([OH:4])=[O:2])=[CH:10][N:9]=4)[C@H:12]([CH3:32])[CH2:13]3)=[C:22]([CH3:23])[C:21]=2[CH3:24])=[CH:26][CH:27]=1. The yield is 0.960. (5) The reactants are [CH:1]([N:4]1[CH2:9][CH2:8][N:7]([C:10]2[CH:11]=[C:12]([CH:15]=[C:16]([O:18][CH3:19])[CH:17]=2)[CH:13]=O)[CH2:6][CH2:5]1)([CH3:3])[CH3:2].[NH2:20][C:21]1[CH:29]=[C:28]([O:30][CH3:31])[CH:27]=[C:26]([O:32][CH3:33])[C:22]=1[C:23]([NH2:25])=[O:24].OS([O-])=O.[Na+].O.C1(C)C=CC(S(O)(=O)=O)=CC=1. The catalyst is CN(C)C(=O)C. The product is [CH:1]([N:4]1[CH2:9][CH2:8][N:7]([C:10]2[CH:11]=[C:12]([C:13]3[NH:25][C:23](=[O:24])[C:22]4[C:21](=[CH:29][C:28]([O:30][CH3:31])=[CH:27][C:26]=4[O:32][CH3:33])[N:20]=3)[CH:15]=[C:16]([O:18][CH3:19])[CH:17]=2)[CH2:6][CH2:5]1)([CH3:3])[CH3:2]. The yield is 0.500. (6) The reactants are [C:1]([O:5][C:6]([NH:8][C@@H:9]([CH2:13][C:14]1[CH:15]=[N:16][C:17]([C:20]([F:23])([F:22])[F:21])=[CH:18][CH:19]=1)[C:10]([OH:12])=O)=[O:7])([CH3:4])([CH3:3])[CH3:2].[CH3:24][C:25]1([CH3:33])[O:30][C:29](=[O:31])[CH2:28][C:27](=[O:32])[O:26]1.C1(N=C=NC2CCCCC2)CCCCC1. The catalyst is CN(C)C1C=CN=CC=1.C(Cl)Cl. The product is [CH3:24][C:25]1([CH3:33])[O:30][C:29](=[O:31])[CH:28]([C:10](=[O:12])[C@@H:9]([NH:8][C:6](=[O:7])[O:5][C:1]([CH3:2])([CH3:3])[CH3:4])[CH2:13][C:14]2[CH:15]=[N:16][C:17]([C:20]([F:23])([F:22])[F:21])=[CH:18][CH:19]=2)[C:27](=[O:32])[O:26]1. The yield is 0.910. (7) The reactants are [CH3:1][O:2][C:3]1[CH:4]=[C:5]2[C:10](=[C:11]([N:13]3[CH2:19][CH2:18][CH2:17][N:16]([CH3:20])[CH2:15][CH2:14]3)[CH:12]=1)[NH:9][C:8]([C:21]([OH:23])=O)=[CH:7][C:6]2=[O:24].C(N(C(C)C)CC)(C)C.CN(C(ON1N=NC2C=CC=CC1=2)=[N+](C)C)C.[B-](F)(F)(F)F.C1C=CC2N(O)N=NC=2C=1.[O:66]1[CH2:71][CH2:70][N:69]([C:72]2[CH:78]=[CH:77][C:75]([NH2:76])=[CH:74][CH:73]=2)[CH2:68][CH2:67]1. The catalyst is CN(C)C=O.CO. The product is [N:69]1([C:72]2[CH:73]=[CH:74][C:75]([NH:76][C:21]([C:8]3[NH:9][C:10]4[C:5]([C:6](=[O:24])[CH:7]=3)=[CH:4][C:3]([O:2][CH3:1])=[CH:12][C:11]=4[N:13]3[CH2:19][CH2:18][CH2:17][N:16]([CH3:20])[CH2:15][CH2:14]3)=[O:23])=[CH:77][CH:78]=2)[CH2:68][CH2:67][O:66][CH2:71][CH2:70]1. The yield is 0.690. (8) The reactants are [NH2:1][C:2]1[CH:7]=[CH:6][CH:5]=[CH:4][CH:3]=1.C(#N)C.N(OC(C)(C)C)=O.[Si]([N:22]=[N+:23]=[N-])(C)(C)C. No catalyst specified. The product is [N:1]([C:2]1[CH:7]=[CH:6][CH:5]=[CH:4][CH:3]=1)=[N+:22]=[N-:23]. The yield is 0.780. (9) The reactants are [CH3:1][C:2]1[O:6][N:5]=[C:4]([C:7]2[CH:12]=[CH:11][CH:10]=[CH:9][CH:8]=2)[C:3]=1[CH2:13][O:14][C:15]1[N:20]=[CH:19][C:18]([NH2:21])=[CH:17][CH:16]=1.[CH:22]1([C:25](Cl)=[O:26])[CH2:24][CH2:23]1.C(OC(C)C)(C)C. No catalyst specified. The product is [CH3:1][C:2]1[O:6][N:5]=[C:4]([C:7]2[CH:12]=[CH:11][CH:10]=[CH:9][CH:8]=2)[C:3]=1[CH2:13][O:14][C:15]1[N:20]=[CH:19][C:18]([NH:21][C:25]([CH:22]2[CH2:24][CH2:23]2)=[O:26])=[CH:17][CH:16]=1. The yield is 0.710.